Predict the product of the given reaction. From a dataset of Forward reaction prediction with 1.9M reactions from USPTO patents (1976-2016). (1) Given the reactants C(OC([NH:11][C@@H:12]([CH2:17][N:18]([C:25]1[CH:30]=[CH:29][CH:28]=[CH:27][CH:26]=1)[C:19]1[CH:24]=[CH:23][CH:22]=[CH:21][CH:20]=1)[C:13]([O:15][CH3:16])=[O:14])=O)C1C=CC=CC=1.[H][H], predict the reaction product. The product is: [NH2:11][C@@H:12]([CH2:17][N:18]([C:25]1[CH:30]=[CH:29][CH:28]=[CH:27][CH:26]=1)[C:19]1[CH:20]=[CH:21][CH:22]=[CH:23][CH:24]=1)[C:13]([O:15][CH3:16])=[O:14]. (2) Given the reactants [Cl:1][C:2]1[C:3]([C:8]([OH:10])=[O:9])=[N:4][CH:5]=[CH:6][N:7]=1.[C:11](=O)([O-])[O-].[Cs+].[Cs+].IC, predict the reaction product. The product is: [Cl:1][C:2]1[C:3]([C:8]([O:10][CH3:11])=[O:9])=[N:4][CH:5]=[CH:6][N:7]=1.